Dataset: Catalyst prediction with 721,799 reactions and 888 catalyst types from USPTO. Task: Predict which catalyst facilitates the given reaction. (1) Reactant: [Cl:1][C:2]1[CH:7]=[CH:6][C:5]([C:8]([F:13])([F:12])[C:9]([OH:11])=O)=[CH:4][C:3]=1[F:14].P(Cl)(Cl)(Cl)=O.Cl.[NH2:21][CH2:22][C:23]1[CH:24]=[C:25]2[C:29](=[CH:30][CH:31]=1)[C:28](=[O:32])[N:27]([CH:33]1[CH2:38][CH2:37][C:36](=[O:39])[NH:35][C:34]1=[O:40])[CH2:26]2.C(=O)(O)[O-].[Na+]. Product: [Cl:1][C:2]1[CH:7]=[CH:6][C:5]([C:8]([F:13])([F:12])[C:9]([NH:21][CH2:22][C:23]2[CH:24]=[C:25]3[C:29](=[CH:30][CH:31]=2)[C:28](=[O:32])[N:27]([CH:33]2[CH2:38][CH2:37][C:36](=[O:39])[NH:35][C:34]2=[O:40])[CH2:26]3)=[O:11])=[CH:4][C:3]=1[F:14]. The catalyst class is: 17. (2) Reactant: [Br:1][C:2]1[S:3][CH:4]=[C:5]([C:7]([O:9]CC)=[O:8])[N:6]=1.[OH-].[Na+].Cl. Product: [Br:1][C:2]1[S:3][CH:4]=[C:5]([C:7]([OH:9])=[O:8])[N:6]=1. The catalyst class is: 40. (3) Reactant: [CH3:1][NH2:2].C1COCC1.[C:8]([C:11]1[C:12]([C:32]([F:35])([F:34])[F:33])=[N:13][N:14]([CH2:16][C:17]([NH:19][C:20]2[S:24][C:23]3[CH2:25][CH2:26][CH2:27][CH2:28][C:22]=3[C:21]=2[C:29]([NH2:31])=[O:30])=[O:18])[CH:15]=1)(=O)[CH3:9].[Na]. Product: [CH3:1][NH:2][CH:8]([C:11]1[C:12]([C:32]([F:34])([F:35])[F:33])=[N:13][N:14]([CH2:16][C:17]([NH:19][C:20]2[S:24][C:23]3[CH2:25][CH2:26][CH2:27][CH2:28][C:22]=3[C:21]=2[C:29]([NH2:31])=[O:30])=[O:18])[CH:15]=1)[CH3:9]. The catalyst class is: 404. (4) Reactant: [CH3:1][O:2][CH2:3][N:4]1[C:8]2[CH:9]=[CH:10][C:11]([CH2:13][C:14]([O:16][C:17]([CH3:20])([CH3:19])[CH3:18])=[O:15])=[CH:12][C:7]=2[S:6][C:5]1=[O:21].[CH3:22][Si]([N-][Si](C)(C)C)(C)C.[Li+].CI. Product: [CH3:1][O:2][CH2:3][N:4]1[C:8]2[CH:9]=[CH:10][C:11]([CH:13]([CH3:22])[C:14]([O:16][C:17]([CH3:18])([CH3:20])[CH3:19])=[O:15])=[CH:12][C:7]=2[S:6][C:5]1=[O:21]. The catalyst class is: 7. (5) Reactant: COC(=O)[CH:4]([CH:11]1[CH2:13][CH:12]1[CH2:14][CH:15]1[O:19]CCO1)[CH2:5][CH2:6][CH2:7][CH2:8][CH2:9][CH3:10].[C:21]([OH:24])(=[O:23])C.O.[C:26](=O)([O-])O.[Na+]. Product: [CH3:26][O:24][C:21](=[O:23])[CH2:10][CH2:9][CH2:8][CH2:7][CH2:6][CH2:5][CH2:4][CH:11]1[CH2:13][CH:12]1[CH2:14][CH:15]=[O:19]. The catalyst class is: 27. (6) Reactant: [Cl:1][C:2]1[CH:3]=[CH:4][CH:5]=[C:6]2[C:11]=1[N:10]=[C:9]([C:12]1[CH:17]=[CH:16][CH:15]=[CH:14][C:13]=1[Cl:18])[C:8]([CH2:19][NH:20][C:21]1[C:26]([F:27])=[CH:25][N:24]=[C:23]([N:28]=C(C3C=CC=CC=3)C3C=CC=CC=3)[N:22]=1)=[CH:7]2.CC([O-])=O.[Na+].Cl.NO. Product: [Cl:1][C:2]1[CH:3]=[CH:4][CH:5]=[C:6]2[C:11]=1[N:10]=[C:9]([C:12]1[CH:17]=[CH:16][CH:15]=[CH:14][C:13]=1[Cl:18])[C:8]([CH2:19][NH:20][C:21]1[C:26]([F:27])=[CH:25][N:24]=[C:23]([NH2:28])[N:22]=1)=[CH:7]2. The catalyst class is: 5. (7) Reactant: [F-:1].[Cs+].[C:3]1(OS(C(F)(F)F)(=O)=O)[C:12]2[C:7](=[CH:8][CH:9]=[CH:10][CH:11]=2)[CH:6]=[CH:5][CH:4]=1.C1(C)C=CC=CC=1. Product: [F:1][C:3]1[C:12]2[C:7](=[CH:8][CH:9]=[CH:10][CH:11]=2)[CH:6]=[CH:5][CH:4]=1. The catalyst class is: 25. (8) Reactant: [CH2:1](SCCCC)[CH2:2]CC.[N:10]1[CH:15]=[CH:14][CH:13]=[CH:12][C:11]=1[Li].[CH3:17][C:18]1[C:26]2[C:22](=[CH:23][N:24]([CH2:27][O:28][CH2:29][CH2:30][Si:31]([CH3:34])([CH3:33])[CH3:32])[N:25]=2)[CH:21]=[C:20]([CH2:35][CH:36]=[CH:37][C:38]([O:40][CH2:41][CH3:42])=[O:39])[CH:19]=1. Product: [CH2:1]([C:13]1[CH:14]=[CH:15][N:10]=[C:11]([CH:36]([CH2:35][C:20]2[CH:19]=[C:18]([CH3:17])[C:26]3[C:22](=[CH:23][N:24]([CH2:27][O:28][CH2:29][CH2:30][Si:31]([CH3:32])([CH3:33])[CH3:34])[N:25]=3)[CH:21]=2)[CH2:37][C:38]([O:40][CH2:41][CH3:42])=[O:39])[CH:12]=1)[CH3:2]. The catalyst class is: 28. (9) Reactant: Br[C:2]1[C:11]([O:12][CH3:13])=[CH:10][C:5]2[NH:6][C:7](=[O:9])[O:8][C:4]=2[CH:3]=1.C[Mg]Br.[CH2:17]([O:19]CC)C.C([Li])(C)(C)C.CN(C)C=O. Product: [CH3:13][O:12][C:11]1[C:2]([CH:17]=[O:19])=[CH:3][C:4]2[O:8][C:7](=[O:9])[NH:6][C:5]=2[CH:10]=1. The catalyst class is: 30.